This data is from NCI-60 drug combinations with 297,098 pairs across 59 cell lines. The task is: Regression. Given two drug SMILES strings and cell line genomic features, predict the synergy score measuring deviation from expected non-interaction effect. (1) Drug 1: CNC(=O)C1=NC=CC(=C1)OC2=CC=C(C=C2)NC(=O)NC3=CC(=C(C=C3)Cl)C(F)(F)F. Drug 2: CN(C(=O)NC(C=O)C(C(C(CO)O)O)O)N=O. Cell line: 786-0. Synergy scores: CSS=0.890, Synergy_ZIP=1.84, Synergy_Bliss=3.50, Synergy_Loewe=1.83, Synergy_HSA=2.06. (2) Synergy scores: CSS=22.2, Synergy_ZIP=-2.51, Synergy_Bliss=-4.39, Synergy_Loewe=-9.25, Synergy_HSA=-2.77. Drug 2: CC12CCC3C(C1CCC2O)C(CC4=C3C=CC(=C4)O)CCCCCCCCCS(=O)CCCC(C(F)(F)F)(F)F. Cell line: OVCAR3. Drug 1: C1=CN(C(=O)N=C1N)C2C(C(C(O2)CO)O)O.Cl. (3) Drug 1: C1=CC=C(C(=C1)C(C2=CC=C(C=C2)Cl)C(Cl)Cl)Cl. Drug 2: CC1CCCC2(C(O2)CC(NC(=O)CC(C(C(=O)C(C1O)C)(C)C)O)C(=CC3=CSC(=N3)C)C)C. Cell line: EKVX. Synergy scores: CSS=21.9, Synergy_ZIP=0.136, Synergy_Bliss=5.32, Synergy_Loewe=-16.8, Synergy_HSA=4.39. (4) Synergy scores: CSS=25.9, Synergy_ZIP=1.57, Synergy_Bliss=1.73, Synergy_Loewe=-11.0, Synergy_HSA=1.43. Drug 1: C1C(C(OC1N2C=NC3=C(N=C(N=C32)Cl)N)CO)O. Drug 2: CCN(CC)CCNC(=O)C1=C(NC(=C1C)C=C2C3=C(C=CC(=C3)F)NC2=O)C. Cell line: BT-549. (5) Drug 1: C1=CC(=C2C(=C1NCCNCCO)C(=O)C3=C(C=CC(=C3C2=O)O)O)NCCNCCO. Cell line: OVCAR-4. Drug 2: C1=NC2=C(N1)C(=S)N=C(N2)N. Synergy scores: CSS=37.3, Synergy_ZIP=-10.8, Synergy_Bliss=-7.99, Synergy_Loewe=-5.02, Synergy_HSA=-3.54. (6) Drug 1: CC(C)NC(=O)C1=CC=C(C=C1)CNNC.Cl. Drug 2: C1CCC(C(C1)N)N.C(=O)(C(=O)[O-])[O-].[Pt+4]. Cell line: HL-60(TB). Synergy scores: CSS=13.2, Synergy_ZIP=-9.15, Synergy_Bliss=-14.7, Synergy_Loewe=-54.9, Synergy_HSA=-19.5. (7) Drug 1: CC1C(C(CC(O1)OC2CC(CC3=C2C(=C4C(=C3O)C(=O)C5=C(C4=O)C(=CC=C5)OC)O)(C(=O)CO)O)N)O.Cl. Drug 2: C(CCl)NC(=O)N(CCCl)N=O. Cell line: 786-0. Synergy scores: CSS=23.5, Synergy_ZIP=-1.99, Synergy_Bliss=-2.89, Synergy_Loewe=-7.38, Synergy_HSA=-0.886.